Task: Predict the product of the given reaction.. Dataset: Forward reaction prediction with 1.9M reactions from USPTO patents (1976-2016) (1) Given the reactants [H-].[Na+].C[C:4](P(OC)(O)=O)([C:6]([O-:8])=[O:7])[CH3:5].[Br:14][C:15]1[CH:20]=[CH:19][C:18]([C:21]2([OH:28])[CH2:26][CH2:25][C:24](=O)[CH2:23][CH2:22]2)=[CH:17][CH:16]=1.[CH3:29]O, predict the reaction product. The product is: [Br:14][C:15]1[CH:16]=[CH:17][C:18]([C:21]23[O:28][C:5]([CH2:4][C:6]([O:8][CH3:29])=[O:7])([CH2:25][CH2:26]2)[CH2:23][CH2:22]3)=[CH:19][CH:20]=1.[Br:14][C:15]1[CH:20]=[CH:19][C:18]([C:21]2([OH:28])[CH2:26][CH2:25][C:24](=[CH:4][C:6]([O:8][CH3:29])=[O:7])[CH2:23][CH2:22]2)=[CH:17][CH:16]=1. (2) Given the reactants [N:1]1[C:10]2[C:5](=[CH:6][CH:7]=[CH:8][C:9]=2[O:11][C@@H:12]([CH3:17])[C:13]([O:15]C)=O)[CH:4]=[CH:3][CH:2]=1.[NH2:18][CH2:19][C@H:20]([OH:32])[CH2:21][N:22]1[CH2:31][CH2:30][C:29]2[C:24](=[CH:25][CH:26]=[CH:27][CH:28]=2)[CH2:23]1, predict the reaction product. The product is: [CH2:23]1[C:24]2[C:29](=[CH:28][CH:27]=[CH:26][CH:25]=2)[CH2:30][CH2:31][N:22]1[CH2:21][C@@H:20]([OH:32])[CH2:19][NH:18][C:13](=[O:15])[C@@H:12]([O:11][C:9]1[CH:8]=[CH:7][CH:6]=[C:5]2[C:10]=1[N:1]=[CH:2][CH:3]=[CH:4]2)[CH3:17]. (3) Given the reactants C[N:2](C)/[CH:3]=[CH:4]/[C:5]([C:7]1[C:12](=[O:13])[CH:11]=[CH:10][N:9]([C:14]2[CH:19]=[CH:18][CH:17]=[C:16]([S:20]([CH3:23])(=[O:22])=[O:21])[CH:15]=2)[N:8]=1)=O.[NH:25]([C:27]1[CH:35]=[CH:34][CH:33]=[CH:32][C:28]=1[C:29]([OH:31])=[O:30])N, predict the reaction product. The product is: [CH3:23][S:20]([C:16]1[CH:15]=[C:14]([N:9]2[CH:10]=[CH:11][C:12](=[O:13])[C:7]([C:5]3[N:25]([C:27]4[CH:35]=[CH:34][CH:33]=[CH:32][C:28]=4[C:29]([OH:31])=[O:30])[N:2]=[CH:3][CH:4]=3)=[N:8]2)[CH:19]=[CH:18][CH:17]=1)(=[O:22])=[O:21]. (4) Given the reactants [F:1][C:2]([F:27])([F:26])[O:3][C:4]1[CH:9]=[CH:8][C:7]([S:10]([N:13]2[CH2:18][CH2:17][CH:16]([O:19][NH:20][C:21](=[O:25])[C:22](O)=[O:23])[CH2:15][CH2:14]2)(=[O:12])=[O:11])=[CH:6][CH:5]=1.[CH:28]1([NH2:31])[CH2:30][CH2:29]1, predict the reaction product. The product is: [CH:28]1([NH:31][C:22](=[O:23])[C:21]([NH:20][O:19][CH:16]2[CH2:15][CH2:14][N:13]([S:10]([C:7]3[CH:6]=[CH:5][C:4]([O:3][C:2]([F:26])([F:27])[F:1])=[CH:9][CH:8]=3)(=[O:12])=[O:11])[CH2:18][CH2:17]2)=[O:25])[CH2:30][CH2:29]1. (5) Given the reactants [NH2:1][C:2]1[C:7]([C:8]([C:10]2[CH:15]=[CH:14][CH:13]=[CH:12][C:11]=2[O:16][CH3:17])=[O:9])=[CH:6][N:5]=[C:4](S(CC)(=O)=O)[N:3]=1.[NH2:23][CH:24]1[CH2:29][CH2:28][N:27]([C:30]([O:32][C:33]([CH3:36])([CH3:35])[CH3:34])=[O:31])[CH2:26][CH2:25]1, predict the reaction product. The product is: [C:33]([O:32][C:30]([N:27]1[CH2:28][CH2:29][CH:24]([NH:23][C:4]2[N:3]=[C:2]([NH2:1])[C:7]([C:8](=[O:9])[C:10]3[CH:15]=[CH:14][CH:13]=[CH:12][C:11]=3[O:16][CH3:17])=[CH:6][N:5]=2)[CH2:25][CH2:26]1)=[O:31])([CH3:36])([CH3:34])[CH3:35]. (6) Given the reactants Br[C:2]1[CH:3]=[CH:4][C:5]2[O:9][C:8]([CH:10]([NH:17][C:18]3[CH:23]=[CH:22][C:21]([C:24]([N:26]([CH3:34])[CH2:27][CH2:28][C:29]([O:31][CH2:32][CH3:33])=[O:30])=[O:25])=[CH:20][CH:19]=3)[CH:11]3[CH2:16][CH2:15][CH2:14][CH2:13][CH2:12]3)=[C:7]([CH3:35])[C:6]=2[CH:36]=1.[CH3:37][C:38]1[C:42](B(O)O)=[C:41]([CH3:46])[O:40][N:39]=1.C(=O)([O-])[O-].[Na+].[Na+].C1(P(C2CCCCC2)C2C=CC=CC=2C2C(OC)=CC=CC=2OC)CCCCC1, predict the reaction product. The product is: [CH:11]1([CH:10]([NH:17][C:18]2[CH:23]=[CH:22][C:21]([C:24]([N:26]([CH3:34])[CH2:27][CH2:28][C:29]([O:31][CH2:32][CH3:33])=[O:30])=[O:25])=[CH:20][CH:19]=2)[C:8]2[O:9][C:5]3[CH:4]=[CH:3][C:2]([C:42]4[C:38]([CH3:37])=[N:39][O:40][C:41]=4[CH3:46])=[CH:36][C:6]=3[C:7]=2[CH3:35])[CH2:16][CH2:15][CH2:14][CH2:13][CH2:12]1. (7) Given the reactants [CH2:1]([CH:4]1[CH2:13][C:12](=[O:14])[C:11]2[C:6](=[CH:7][CH:8]=[CH:9][CH:10]=2)[N:5]1[C:15]([O:17][CH2:18][C:19]1[CH:24]=[CH:23][CH:22]=[CH:21][CH:20]=1)=[O:16])[CH:2]=C.I([O-])(=O)(=O)=[O:26].[Na+].N1C(C)=CC=CC=1C, predict the reaction product. The product is: [O:14]=[C:12]1[C:11]2[C:6](=[CH:7][CH:8]=[CH:9][CH:10]=2)[N:5]([C:15]([O:17][CH2:18][C:19]2[CH:20]=[CH:21][CH:22]=[CH:23][CH:24]=2)=[O:16])[CH:4]([CH2:1][CH:2]=[O:26])[CH2:13]1. (8) Given the reactants [C:1]([O:5][C:6](=[O:26])[NH:7][CH2:8][C:9](=O)[NH:10][C:11]1[CH:16]=[CH:15][C:14]([F:17])=[CH:13][C:12]=1[NH:18][C:19]1[CH:24]=[CH:23][CH:22]=[CH:21][CH:20]=1)([CH3:4])([CH3:3])[CH3:2], predict the reaction product. The product is: [C:1]([O:5][C:6](=[O:26])[NH:7][CH2:8][C:9]1[N:18]([C:19]2[CH:24]=[CH:23][CH:22]=[CH:21][CH:20]=2)[C:12]2[CH:13]=[C:14]([F:17])[CH:15]=[CH:16][C:11]=2[N:10]=1)([CH3:4])([CH3:3])[CH3:2]. (9) Given the reactants C([O:3][C:4](=O)[CH2:5][C:6](=O)[CH2:7][CH2:8][C@H:9]([NH:20]C(OCC1C=CC=CC=1)=O)[C:10]([O:12]CC1C=CC=CC=1)=[O:11])C.[C:33]1([CH:40]=[CH:39][CH:38]=[C:36]([OH:37])[CH:35]=1)[OH:34].CCOCC.C(O)(C(F)(F)F)=O, predict the reaction product. The product is: [CH:40]1[C:33]([OH:34])=[CH:35][C:36]2[O:37][C:4]([CH:5]=[C:6]([CH2:7][CH2:8][C@@H:9]([NH2:20])[C:10]([OH:12])=[O:11])[C:38]=2[CH:39]=1)=[O:3].